This data is from Reaction yield outcomes from USPTO patents with 853,638 reactions. The task is: Predict the reaction yield, written as a fraction of the theoretical maximum amount of product (1.0 means a 100% yield; for example, 0.34 means a 34% yield). (1) The reactants are [F:1][C:2]1[CH:3]=[C:4]([C:12]2[C:13]3[CH2:20][CH2:19][CH:18]([CH2:21][C:22]([NH:24][CH3:25])=[O:23])[C:14]=3[CH:15]=[N:16][CH:17]=2)[CH:5]=[CH:6][C:7]=1[C:8]([F:11])([F:10])[F:9].[CH2:26](N)C. No catalyst specified. The product is [F:1][C:2]1[CH:3]=[C:4]([C:12]2[C:13]3[CH2:20][CH2:19][CH:18]([CH2:21][C:22]([NH:24][CH2:25][CH3:26])=[O:23])[C:14]=3[CH:15]=[N:16][CH:17]=2)[CH:5]=[CH:6][C:7]=1[C:8]([F:11])([F:9])[F:10]. The yield is 0.150. (2) The catalyst is CN(C=O)C. The product is [Cl:1][C:2]1[CH:7]=[C:6]([O:8][C:9]2[C:10]([CH:26]3[CH2:27][CH2:28]3)=[N:11][C:12]([N:17]3[CH2:22][CH2:21][N:20]([C:30](=[O:29])[CH2:31][CH2:32][OH:33])[C@H:19]([CH:23]4[CH2:25][CH2:24]4)[CH2:18]3)=[C:13]([CH:16]=2)[C:14]#[N:15])[CH:5]=[CH:4][N:3]=1. The yield is 0.520. The reactants are [Cl:1][C:2]1[CH:7]=[C:6]([O:8][C:9]2[C:10]([CH:26]3[CH2:28][CH2:27]3)=[N:11][C:12]([N:17]3[CH2:22][CH2:21][NH:20][C@H:19]([CH:23]4[CH2:25][CH2:24]4)[CH2:18]3)=[C:13]([CH:16]=2)[C:14]#[N:15])[CH:5]=[CH:4][N:3]=1.[OH:29][CH2:30][CH2:31][C:32]([O-])=[O:33].[Na+].CN(C(ON1N=NC2C=CC=NC1=2)=[N+](C)C)C.F[P-](F)(F)(F)(F)F.CCN(C(C)C)C(C)C. (3) The reactants are C1(N(Cl)[C:7](=[O:8])N(Cl)C(=O)N1Cl)=O.F[C:14]1C=[CH:18][C:17]([CH3:20])=[C:16]([N+]([O-])=O)[CH:15]=1.CC(O)=[O:26].OS(O)(=O)=O. No catalyst specified. The product is [CH3:20][C:17]1[CH:18]=[C:7]([OH:8])[C:14](=[CH:15][CH:16]=1)[OH:26]. The yield is 0.331. (4) The reactants are [OH:1][CH:2]([C:6]1[CH:7]=[C:8]([CH:12]=[CH:13][C:14]=1[CH3:15])[C:9]([OH:11])=[O:10])[CH2:3][CH:4]=[CH2:5].[C:16](=O)(O)[O-].[Na+].CI. The catalyst is CN(C)C=O. The product is [OH:1][CH:2]([C:6]1[CH:7]=[C:8]([CH:12]=[CH:13][C:14]=1[CH3:15])[C:9]([O:11][CH3:16])=[O:10])[CH2:3][CH:4]=[CH2:5]. The yield is 0.530. (5) The reactants are [CH3:1][N:2]1[C:7](=[O:8])[C:6]([NH:9][C:10]2[CH:15]=[CH:14][C:13]([N:16]3[CH2:21][CH2:20][N:19]([CH:22]4[CH2:25][O:24][CH2:23]4)[CH2:18][CH2:17]3)=[CH:12][N:11]=2)=[CH:5][C:4]([C:26]2[CH:33]=[N:32][CH:31]=[C:30]([N:34]3[CH2:46][CH2:45][C:44]4[N:43]5[C:38]([CH2:39][CH2:40][CH2:41][CH2:42]5)=[CH:37][C:36]=4[C:35]3=[O:47])[C:27]=2[CH:28]=[O:29])=[CH:3]1.[BH4-].[Na+]. The catalyst is CO. The product is [OH:29][CH2:28][C:27]1[C:26]([C:4]2[CH:5]=[C:6]([NH:9][C:10]3[CH:15]=[CH:14][C:13]([N:16]4[CH2:17][CH2:18][N:19]([CH:22]5[CH2:25][O:24][CH2:23]5)[CH2:20][CH2:21]4)=[CH:12][N:11]=3)[C:7](=[O:8])[N:2]([CH3:1])[CH:3]=2)=[CH:33][N:32]=[CH:31][C:30]=1[N:34]1[CH2:46][CH2:45][C:44]2[N:43]3[C:38]([CH2:39][CH2:40][CH2:41][CH2:42]3)=[CH:37][C:36]=2[C:35]1=[O:47]. The yield is 0.340. (6) The reactants are [Br:1][C:2]1[CH:3]=[C:4]([NH2:9])[C:5](Cl)=[N:6][CH:7]=1.[F:10][C:11]1[CH:16]=[C:15]([F:17])[CH:14]=[CH:13][C:12]=1[S:18](Cl)(=[O:20])=[O:19].Cl. The yield is 0.700. The product is [Br:1][C:2]1[CH:3]=[C:4]([NH:9][S:18]([C:12]2[CH:13]=[CH:14][C:15]([F:17])=[CH:16][C:11]=2[F:10])(=[O:20])=[O:19])[CH:5]=[N:6][CH:7]=1. The catalyst is N1C=CC=CC=1.